Dataset: Forward reaction prediction with 1.9M reactions from USPTO patents (1976-2016). Task: Predict the product of the given reaction. (1) Given the reactants C(OC([N:8]1[C:16]2[CH:15]=[CH:14][N:13]=[CH:12][C:11]=2[CH:10]=[C:9]1[CH2:17][N:18]1[CH2:23][CH2:22][N:21]([CH2:24][C:25]2[N:33](C(OC(C)(C)C)=O)[C:32]3[CH:31]=[CH:30][N:29]=[CH:28][C:27]=3[CH:26]=2)[CH2:20][C:19]1=[O:41])=O)(C)(C)C.C(O)(C(F)(F)F)=O, predict the reaction product. The product is: [NH:8]1[C:16]2[CH:15]=[CH:14][N:13]=[CH:12][C:11]=2[CH:10]=[C:9]1[CH2:17][N:18]1[CH2:23][CH2:22][N:21]([CH2:24][C:25]2[NH:33][C:32]3[CH:31]=[CH:30][N:29]=[CH:28][C:27]=3[CH:26]=2)[CH2:20][C:19]1=[O:41]. (2) Given the reactants [O:1]1[C:5]2([CH2:10][CH2:9][CH:8]([C:11]3(O)[CH2:15][CH:14]=[CH:13][CH2:12]3)[CH2:7][CH2:6]2)[O:4][CH2:3][CH2:2]1, predict the reaction product. The product is: [CH:11]1([CH:8]2[CH2:9][CH2:10][C:5]3([O:1][CH2:2][CH2:3][O:4]3)[CH2:6][CH2:7]2)[CH2:15][CH2:14][CH2:13][CH2:12]1. (3) Given the reactants Cl.[F:2][C:3]1[CH:4]=[C:5]([CH:18]=[CH:19][CH:20]=1)[O:6][C:7]1[N:11]=[C:10]([C@H:12]2[CH2:17][CH2:16][CH2:15][NH:14][CH2:13]2)[O:9][N:8]=1.C(N(CC)CC)C.[F:28][C:29]1[CH:37]=[CH:36][C:32]([C:33](Cl)=[O:34])=[CH:31][CH:30]=1, predict the reaction product. The product is: [F:2][C:3]1[CH:4]=[C:5]([CH:18]=[CH:19][CH:20]=1)[O:6][C:7]1[N:11]=[C:10]([C@H:12]2[CH2:17][CH2:16][CH2:15][N:14]([C:33]([C:32]3[CH:36]=[CH:37][C:29]([F:28])=[CH:30][CH:31]=3)=[O:34])[CH2:13]2)[O:9][N:8]=1.